This data is from Reaction yield outcomes from USPTO patents with 853,638 reactions. The task is: Predict the reaction yield, written as a fraction of the theoretical maximum amount of product (1.0 means a 100% yield; for example, 0.34 means a 34% yield). (1) The reactants are [CH3:1][C@@H:2]1[CH2:6][CH2:5][C:4](=C(C)C)[CH:3]1[C:10]([O:12][CH2:13][CH3:14])=[O:11].C(=O)=[O:16].C(O)(C)C. The catalyst is C(OCC)(=O)C. The product is [CH3:1][C@@H:2]1[CH2:6][CH2:5][C:4](=[O:16])[CH:3]1[C:10]([O:12][CH2:13][CH3:14])=[O:11]. The yield is 0.960. (2) The reactants are [CH3:1][C@H:2](CC=C)[C:3](O)=O.[CH3:9][NH:10][C@@H:11]([CH3:20])[C@@H:12]([C:14]1[CH:19]=[CH:18][CH:17]=[CH:16][CH:15]=1)[OH:13].CC(=O)[O:23][CH2:24][CH3:25].[CH3:27]N(C=O)C. No catalyst specified. The yield is 0.630. The product is [OH:13][C@H:12]([C:14]1[CH:19]=[CH:18][CH:17]=[CH:16][CH:15]=1)[C@@H:11]([N:10]([CH3:9])[C:24](=[O:23])[C@H:25]([CH3:27])[CH2:3][CH:2]=[CH2:1])[CH3:20]. (3) The reactants are [OH:1][CH:2]([C:19]1[CH:24]=[CH:23][CH:22]=[CH:21][C:20]=1[O:25][CH3:26])[CH2:3][O:4][C:5]1[CH:18]=[CH:17][C:8](/[CH:9]=[C:10]2/[C:11](=[O:16])[NH:12][C:13](=[O:15])[S:14]/2)=[CH:7][CH:6]=1.N1C=CC=CC=1C1C=CC=CN=1.[BH4-].[Na+].[BH4-]. The catalyst is C1COCC1.[Co](Cl)Cl.CC(O)=O.O. The product is [OH:1][CH:2]([C:19]1[CH:24]=[CH:23][CH:22]=[CH:21][C:20]=1[O:25][CH3:26])[CH2:3][O:4][C:5]1[CH:18]=[CH:17][C:8]([CH2:9][CH:10]2[S:14][C:13](=[O:15])[NH:12][C:11]2=[O:16])=[CH:7][CH:6]=1. The yield is 0.630. (4) The reactants are [CH3:1][O:2][C:3](=[O:12])[C:4]1[CH:9]=[CH:8][C:7]([Cl:10])=[C:6]([NH2:11])[CH:5]=1.C(N(CC)CC)C.[CH2:20]([O:27][CH2:28][C:29](Cl)=[O:30])[C:21]1[CH:26]=[CH:25][CH:24]=[CH:23][CH:22]=1. The catalyst is C(Cl)Cl. The product is [CH3:1][O:2][C:3](=[O:12])[C:4]1[CH:9]=[CH:8][C:7]([Cl:10])=[C:6]([NH:11][C:29](=[O:30])[CH2:28][O:27][CH2:20][C:21]2[CH:26]=[CH:25][CH:24]=[CH:23][CH:22]=2)[CH:5]=1. The yield is 0.310. (5) The reactants are [CH2:1]([O:3][C:4](=[O:34])[CH:5]([C:9]1[C:10]([C:23]2[CH:28]=[CH:27][C:26]([CH3:29])=[CH:25][C:24]=2[O:30]CC=C)=[C:11]2[C:18]3[CH2:19][CH2:20][CH2:21][CH2:22][C:17]=3[S:16][C:12]2=[N:13][C:14]=1[CH3:15])[O:6][CH2:7][CH3:8])[CH3:2].CN1C(=O)CC(=O)N(C)C1=O. The catalyst is ClCCl. The product is [CH2:1]([O:3][C:4](=[O:34])[CH:5]([O:6][CH2:7][CH3:8])[C:9]1[C:10]([C:23]2[CH:28]=[CH:27][C:26]([CH3:29])=[CH:25][C:24]=2[OH:30])=[C:11]2[C:18]3[CH2:19][CH2:20][CH2:21][CH2:22][C:17]=3[S:16][C:12]2=[N:13][C:14]=1[CH3:15])[CH3:2]. The yield is 0.950.